Dataset: Experimentally validated miRNA-target interactions with 360,000+ pairs, plus equal number of negative samples. Task: Binary Classification. Given a miRNA mature sequence and a target amino acid sequence, predict their likelihood of interaction. (1) The miRNA is hsa-miR-7114-3p with sequence UGACCCACCCCUCUCCACCAG. The protein sequence of the target gene is MVSKRRLSKSEDKESLTEDASKTRKQPLSKKTKKSHIANEVEENDSIFVKLLKISGIILKTGESQNQLAVDQIAFQKKLFQTLRRHPSYPKIIEEFVSGLESYIEDEDSFRNCLLSCERLQDEEASMGASYSKSLIKLLLGIDILQPAIIKTLFEKLPEYFFENKNSDEINIPRLIVSQLKWLDRVVDGKDLTTKIMQLISIAPENLQHDIITSLPEILGDSQHADVGKELSDLLIENTSLTVPILDVLSSLRLDPNFLLKVRQLVMDKLSSIRLEDLPVIIKFILHSVTAMDTLEVISE.... Result: 0 (no interaction). (2) The miRNA is hsa-miR-655-3p with sequence AUAAUACAUGGUUAACCUCUUU. The protein sequence of the target gene is MATANSIIVLDDDDEDEAAAQPGPSHPLPNAASPGAEAPSSSEPHGARGSSSSGGKKCYKLENEKLFEEFLELCKMQTADHPEVVPFLYNRQQRAHSLFLASAEFCNILSRVLSRARSRPAKLYVYINELCTVLKAHSAKKKLNLAPAATTSNEPSGNNPPTHLSLDPTNAENTASQSPRTRGSRRQIQRLEQLLALYVAEIRRLQEKELDLSELDDPDSAYLQEARLKRKLIRLFGRLCELKDCSSLTGRVIEQRIPYRGTRYPEVNRRIERLINKPGPDTFPDYGDVLRAVEKAAARH.... Result: 0 (no interaction). (3) The miRNA is hsa-miR-4733-3p with sequence CCACCAGGUCUAGCAUUGGGAU. The protein sequence of the target gene is MPPKKDAPVKKPAGPSISKPAAKSTPGTPLAKAKAEPAAPQAPAKSQEPPVDLSKVVIEFNKDQLEEFREAFELFDRVGDGKILYSQCGDLMRALGQNPTNAEVLKVLGNPKNEELKSRRVDFETFLPMLQAVAKNRDQGTYEDYLEGLRVFDKEGNGKVMGAELRHVLTTLGEKMTEEEVETVLAGHEDSNGCINYEAFLKHILSL. Result: 0 (no interaction). (4) The miRNA is hsa-miR-1227-3p with sequence CGUGCCACCCUUUUCCCCAG. The protein sequence of the target gene is MVHCAGCKRPILDRFLLNVLDRAWHVKCVQCCECKCNLTEKCFSREGKLYCKNDFFRCFGTKCAGCAQGISPSDLVRRARSKVFHLNCFTCMMCNKQLSTGEELYIIDENKFVCKEDYLSNSSVAKENSLHSATTGSDPSLSPDSQDPSQDDAKDSESANVSDKEGGSNENDDQNLGAKRRGPRTTIKAKQLETLKAAFAATPKPTRHIREQLAQETGLNMRVIQVWFQNRRSKERRMKQLSALGARRHAFFRSPRRMRPLVDRLEPGELIPNGPFSFYGDYQSEYYGPGGNYDFFPQGP.... Result: 0 (no interaction).